From a dataset of Reaction yield outcomes from USPTO patents with 853,638 reactions. Predict the reaction yield, written as a fraction of the theoretical maximum amount of product (1.0 means a 100% yield; for example, 0.34 means a 34% yield). (1) The reactants are [O:1]=[C:2]1[NH:7][C:6]2[CH:8]=[C:9]([C:12](OC)=[O:13])[CH:10]=[N:11][C:5]=2[N:4]2[CH:16]=[CH:17][CH:18]=[C:3]12.[H-].[Na+].[H-].[Al+3].[Li+].[H-].[H-].[H-]. The catalyst is C1COCC1.CO.O. The product is [OH:13][CH2:12][C:9]1[CH:10]=[N:11][C:5]2[N:4]3[CH:16]=[CH:17][CH:18]=[C:3]3[C:2](=[O:1])[NH:7][C:6]=2[CH:8]=1. The yield is 0.483. (2) The reactants are [Br:1][C:2]1[CH:7]=[C:6]([F:8])[CH:5]=[CH:4][C:3]=1[CH:9]1[C:14]([C:15]([O:17][CH3:18])=[O:16])=[C:13]([CH2:19]Br)[NH:12][C:11]([C:21]2[S:22][CH:23]=[CH:24][N:25]=2)=[N:10]1.[NH:26]1[CH2:31][CH2:30][O:29][CH2:28][C@@H:27]1[CH2:32][OH:33]. No catalyst specified. The product is [Br:1][C:2]1[CH:7]=[C:6]([F:8])[CH:5]=[CH:4][C:3]=1[CH:9]1[C:14]([C:15]([O:17][CH3:18])=[O:16])=[C:13]([CH2:19][N:26]2[CH2:31][CH2:30][O:29][CH2:28][C@@H:27]2[CH2:32][OH:33])[NH:12][C:11]([C:21]2[S:22][CH:23]=[CH:24][N:25]=2)=[N:10]1. The yield is 0.530. (3) The reactants are C(N(CC)CC)C.Cl[C:9](Cl)([O:11]C(=O)OC(Cl)(Cl)Cl)Cl.[Br:20][C:21]1[CH:22]=[C:23]([NH:31][CH2:32][CH:33]([OH:35])[CH3:34])[CH:24]=[C:25]([C:27]([F:30])([F:29])[F:28])[CH:26]=1. The catalyst is ClCCl. The product is [Br:20][C:21]1[CH:22]=[C:23]([N:31]2[CH2:32][CH:33]([CH3:34])[O:35][C:9]2=[O:11])[CH:24]=[C:25]([C:27]([F:29])([F:30])[F:28])[CH:26]=1. The yield is 0.970. (4) The reactants are C(OC([N:8]1[CH2:13][CH2:12][CH:11]([CH2:14][NH:15][C:16]([C:18]2[C:26]3[N:25]=[C:24]([CH:27]([CH3:29])[CH3:28])[NH:23][C:22]=3[CH:21]=[CH:20][CH:19]=2)=[O:17])[CH2:10][CH2:9]1)=O)(C)(C)C.FC(F)(F)C(O)=O. The catalyst is ClCCl. The product is [NH:8]1[CH2:13][CH2:12][CH:11]([CH2:14][NH:15][C:16]([C:18]2[C:26]3[N:25]=[C:24]([CH:27]([CH3:29])[CH3:28])[NH:23][C:22]=3[CH:21]=[CH:20][CH:19]=2)=[O:17])[CH2:10][CH2:9]1. The yield is 0.890. (5) The reactants are F[C:2]1[C:3]([F:13])=[CH:4][C:5]2[O:10][CH2:9][C:8](=[O:11])[NH:7][C:6]=2[CH:12]=1.[Cl:14][CH2:15][CH2:16][CH2:17]I.C([O-])([O-])=O.[Cs+].[Cs+]. The catalyst is CC#N. The product is [Cl:14][CH2:15][CH2:16][CH2:17][N:7]1[C:6]2[CH:12]=[CH:2][C:3]([F:13])=[CH:4][C:5]=2[O:10][CH2:9][C:8]1=[O:11]. The yield is 0.890. (6) The reactants are [NH2:1][C:2]1[CH2:3][S:4][C:5]2[CH:11]=[CH:10][CH:9]=[CH:8][C:6]=2[N:7]=1.[CH2:12]([N:14]([CH2:18][CH3:19])[C:15](=O)[CH3:16])[CH3:13]. No catalyst specified. The product is [S:4]1[C:5]2[CH:11]=[CH:10][CH:9]=[CH:8][C:6]=2[N:7]=[C:2]([N:1]=[C:12]([N:14]([CH2:18][CH3:19])[CH2:15][CH3:16])[CH3:13])[CH2:3]1. The yield is 0.160. (7) The reactants are [OH:1][CH:2]1[CH2:5][N:4]([C:6]2[O:7][CH:8]=[C:9]([C:11](=[O:31])[NH:12][C@H:13]3[CH2:17][CH2:16][N:15]([C:18]([O:20][CH2:21][C:22]4[CH:27]=[CH:26][C:25]([N+:28]([O-:30])=[O:29])=[CH:24][CH:23]=4)=[O:19])[CH2:14]3)[N:10]=2)[CH2:3]1.[CH3:32][S:33](Cl)(=[O:35])=[O:34].C(N(CC)CC)C. The catalyst is C(Cl)Cl. The product is [CH3:32][S:33]([O:1][CH:2]1[CH2:3][N:4]([C:6]2[O:7][CH:8]=[C:9]([C:11](=[O:31])[NH:12][C@H:13]3[CH2:17][CH2:16][N:15]([C:18]([O:20][CH2:21][C:22]4[CH:27]=[CH:26][C:25]([N+:28]([O-:30])=[O:29])=[CH:24][CH:23]=4)=[O:19])[CH2:14]3)[N:10]=2)[CH2:5]1)(=[O:35])=[O:34]. The yield is 0.950.